From a dataset of Full USPTO retrosynthesis dataset with 1.9M reactions from patents (1976-2016). Predict the reactants needed to synthesize the given product. (1) Given the product [CH3:11][N:10]1[C:3]2[C:2]([O:19][C:15]3[CH:14]=[C:13]([CH:18]=[CH:17][CH:16]=3)[NH2:12])=[N:7][CH:6]=[N:5][C:4]=2[CH:8]=[CH:9]1, predict the reactants needed to synthesize it. The reactants are: Cl[C:2]1[C:3]2[N:10]([CH3:11])[CH:9]=[CH:8][C:4]=2[N:5]=[CH:6][N:7]=1.[NH2:12][C:13]1[CH:14]=[C:15]([OH:19])[CH:16]=[CH:17][CH:18]=1.C(=O)([O-])[O-].[K+].[K+].CN1CCCC1=O. (2) Given the product [F:21][C:18]1[CH:19]=[CH:20][C:15]([C:13]2[O:14][C:10]3[CH:9]=[CH:8][C:7]([C:32]4[CH:33]=[C:34]([CH:38]=[CH:39][C:40]=4[O:41][CH3:42])[C:35]([OH:37])=[O:36])=[CH:26][C:11]=3[C:12]=2[C:22](=[O:25])[NH:23][CH3:24])=[CH:16][CH:17]=1, predict the reactants needed to synthesize it. The reactants are: FC(F)(F)S(O[C:7]1[CH:8]=[CH:9][C:10]2[O:14][C:13]([C:15]3[CH:20]=[CH:19][C:18]([F:21])=[CH:17][CH:16]=3)=[C:12]([C:22](=[O:25])[NH:23][CH3:24])[C:11]=2[CH:26]=1)(=O)=O.B([C:32]1[CH:33]=[C:34]([CH:38]=[CH:39][C:40]=1[O:41][CH3:42])[C:35]([OH:37])=[O:36])(O)O.C(=O)([O-])[O-].[Cs+].[Cs+].O1CCOCC1. (3) Given the product [CH3:17][C:12]1[N:11]([C:7]2[CH:6]=[C:5]([CH2:4][NH2:1])[N:9]([CH3:10])[N:8]=2)[C:15]([CH3:16])=[CH:14][CH:13]=1, predict the reactants needed to synthesize it. The reactants are: [N:1]([CH2:4][C:5]1[N:9]([CH3:10])[N:8]=[C:7]([N:11]2[C:15]([CH3:16])=[CH:14][CH:13]=[C:12]2[CH3:17])[CH:6]=1)=[N+]=[N-].[H-].[Al+3].[Li+].[H-].[H-].[H-].O.O.O.O.O.O.O.O.O.O.S([O-])([O-])(=O)=O.[Na+].[Na+].